Dataset: Forward reaction prediction with 1.9M reactions from USPTO patents (1976-2016). Task: Predict the product of the given reaction. Given the reactants Cl[C:2]1[N:3]([C:18]2[CH:23]=[CH:22][CH:21]=[CH:20][CH:19]=2)[C:4](=[O:17])[C:5]2[C:10]([C:11]3[CH:16]=[CH:15][CH:14]=[CH:13][CH:12]=3)=[CH:9][S:8][C:6]=2[N:7]=1.Cl.[CH2:25]([O:27][C:28](=[O:32])[CH2:29][NH:30][CH3:31])[CH3:26].C(N(CC)CC)C, predict the reaction product. The product is: [CH2:25]([O:27][C:28](=[O:32])[CH2:29][N:30]([CH3:31])[C:2]1[N:3]([C:18]2[CH:23]=[CH:22][CH:21]=[CH:20][CH:19]=2)[C:4](=[O:17])[C:5]2[C:10]([C:11]3[CH:16]=[CH:15][CH:14]=[CH:13][CH:12]=3)=[CH:9][S:8][C:6]=2[N:7]=1)[CH3:26].